From a dataset of Full USPTO retrosynthesis dataset with 1.9M reactions from patents (1976-2016). Predict the reactants needed to synthesize the given product. Given the product [O:12]=[C:10]1[C:11]2[C:3]([C:1]([NH2:2])=[O:28])=[CH:4][CH:5]=[CH:6][C:7]=2[CH2:8][N:9]1[CH:13]1[CH2:17][CH2:16][NH:15][CH2:14]1, predict the reactants needed to synthesize it. The reactants are: [C:1]([C:3]1[CH:4]=[CH:5][CH:6]=[C:7]2[C:11]=1[C:10](=[O:12])[N:9]([CH:13]1[CH2:17][CH2:16][N:15](C(OC(C)(C)C)=O)[CH2:14]1)[CH2:8]2)#[N:2].Br.C(O)(=[O:28])C.